From a dataset of Peptide-MHC class I binding affinity with 185,985 pairs from IEDB/IMGT. Regression. Given a peptide amino acid sequence and an MHC pseudo amino acid sequence, predict their binding affinity value. This is MHC class I binding data. (1) The peptide sequence is MLVTPSMAM. The MHC is HLA-B15:01 with pseudo-sequence HLA-B15:01. The binding affinity (normalized) is 0.897. (2) The peptide sequence is VGYVYVKF. The MHC is Mamu-B52 with pseudo-sequence Mamu-B52. The binding affinity (normalized) is 0.762. (3) The peptide sequence is AYISSEATTPV. The MHC is HLA-B53:01 with pseudo-sequence HLA-B53:01. The binding affinity (normalized) is 0. (4) The peptide sequence is TSLSVSLVLV. The MHC is HLA-A68:02 with pseudo-sequence HLA-A68:02. The binding affinity (normalized) is 0.380. (5) The peptide sequence is PRRIRQGLEL. The MHC is HLA-B27:05 with pseudo-sequence HLA-B27:05. The binding affinity (normalized) is 0.369.